This data is from Catalyst prediction with 721,799 reactions and 888 catalyst types from USPTO. The task is: Predict which catalyst facilitates the given reaction. (1) Reactant: F[C:2](F)(F)[C:3](O)=O.[CH:8]([N:11]1[C:15]([C:16]2[N:25]=[C:24]3[N:18]([CH2:19][CH2:20][O:21][C:22]4[CH:29]=[C:28]([CH:30]5[CH2:35][CH2:34][NH:33][CH2:32][CH2:31]5)[CH:27]=[CH:26][C:23]=43)[CH:17]=2)=[N:14][CH:13]=[N:12]1)([CH3:10])[CH3:9].C(=O)C.N1C(O[BH3-])=NN=1.[Na+].C(Cl)Cl. Product: [CH2:2]([N:33]1[CH2:34][CH2:35][CH:30]([C:28]2[CH:27]=[CH:26][C:23]3[C:24]4[N:18]([CH:17]=[C:16]([C:15]5[N:11]([CH:8]([CH3:10])[CH3:9])[N:12]=[CH:13][N:14]=5)[N:25]=4)[CH2:19][CH2:20][O:21][C:22]=3[CH:29]=2)[CH2:31][CH2:32]1)[CH3:3]. The catalyst class is: 478. (2) Reactant: C([O:3][C:4]([C:6]1([C:10]2[CH:11]=[C:12]([C:23]3[CH:28]=[CH:27][C:26]([C:29]([F:32])([F:31])[F:30])=[CH:25][CH:24]=3)[C:13]([O:17][CH2:18][C:19]([F:22])([F:21])[F:20])=[C:14]([Cl:16])[CH:15]=2)[CH2:9][CH2:8][CH2:7]1)=[O:5])C.O.[OH-].[Li+]. Product: [Cl:16][C:14]1[CH:15]=[C:10]([C:6]2([C:4]([OH:5])=[O:3])[CH2:7][CH2:8][CH2:9]2)[CH:11]=[C:12]([C:23]2[CH:24]=[CH:25][C:26]([C:29]([F:30])([F:31])[F:32])=[CH:27][CH:28]=2)[C:13]=1[O:17][CH2:18][C:19]([F:21])([F:22])[F:20]. The catalyst class is: 200. (3) Reactant: [NH2:1][C:2]1[C:3]([F:34])=[C:4]([C:8]2[N:9]=[C:10]([C:20]3([CH3:33])[CH2:25][CH2:24][N:23]([C:26]([O:28][C:29]([CH3:32])([CH3:31])[CH3:30])=[O:27])[CH2:22][CH2:21]3)[S:11][C:12]=2[C:13]2[CH:18]=[CH:17][N:16]=[C:15]([Cl:19])[N:14]=2)[CH:5]=[CH:6][CH:7]=1.[F:35][C:36]1[CH:41]=[CH:40][CH:39]=[C:38]([F:42])[C:37]=1[S:43](Cl)(=[O:45])=[O:44]. Product: [Cl:19][C:15]1[N:14]=[C:13]([C:12]2[S:11][C:10]([C:20]3([CH3:33])[CH2:25][CH2:24][N:23]([C:26]([O:28][C:29]([CH3:30])([CH3:32])[CH3:31])=[O:27])[CH2:22][CH2:21]3)=[N:9][C:8]=2[C:4]2[CH:5]=[CH:6][CH:7]=[C:2]([NH:1][S:43]([C:37]3[C:38]([F:42])=[CH:39][CH:40]=[CH:41][C:36]=3[F:35])(=[O:45])=[O:44])[C:3]=2[F:34])[CH:18]=[CH:17][N:16]=1. The catalyst class is: 17. (4) Reactant: [NH2:1][C:2]1[N:7]=[C:6]([C:8]2[CH:13]=[CH:12][CH:11]=[CH:10][CH:9]=2)[N:5]=[C:4]([NH:14][CH2:15][CH2:16][NH:17][C:18](=[O:20])[CH3:19])[CH:3]=1.C(N(CC)CC)C.[Br:28][CH2:29][C:30](Br)=[O:31]. Product: [C:18]([NH:17][CH2:16][CH2:15][NH:14][C:4]1[N:5]=[C:6]([C:8]2[CH:13]=[CH:12][CH:11]=[CH:10][CH:9]=2)[N:7]=[C:2]([NH:1][C:30](=[O:31])[CH2:29][Br:28])[CH:3]=1)(=[O:20])[CH3:19]. The catalyst class is: 4.